From a dataset of Catalyst prediction with 721,799 reactions and 888 catalyst types from USPTO. Predict which catalyst facilitates the given reaction. Reactant: N([O-])=O.[Na+].[F:5][C:6]1[CH:11]=[CH:10][C:9]([C:12]2[C:17]3[CH:18]=[CH:19][C:20](N)=[CH:21][C:16]=3[O:15][C:14]([CH3:24])([CH3:23])[N:13]=2)=[CH:8][CH:7]=1.[ClH:25].[S:26](=[O:28])=[O:27]. Product: [F:5][C:6]1[CH:11]=[CH:10][C:9]([C:12]2[C:17]3[CH:18]=[CH:19][C:20]([S:26]([Cl:25])(=[O:28])=[O:27])=[CH:21][C:16]=3[O:15][C:14]([CH3:24])([CH3:23])[N:13]=2)=[CH:8][CH:7]=1. The catalyst class is: 211.